Dataset: Forward reaction prediction with 1.9M reactions from USPTO patents (1976-2016). Task: Predict the product of the given reaction. (1) Given the reactants Cl.Cl.[O:3]1[C:8]2=[CH:9][CH:10]=[CH:11][C:7]2=[CH:6][C:5]([CH:12]2[CH2:17][CH2:16][CH2:15][CH2:14][N:13]2[CH2:18][CH2:19][C@H:20]2[CH2:25][CH2:24][C@H:23]([NH2:26])[CH2:22][CH2:21]2)=[CH:4]1.[CH3:27][C:28]1[CH:32]=[C:31]([C:33](O)=[O:34])[O:30][N:29]=1, predict the reaction product. The product is: [O:3]1[C:8]2=[CH:9][CH:10]=[CH:11][C:7]2=[CH:6][C:5]([CH:12]2[CH2:17][CH2:16][CH2:15][CH2:14][N:13]2[CH2:18][CH2:19][C@H:20]2[CH2:21][CH2:22][C@H:23]([NH:26][C:33]([C:31]3[O:30][N:29]=[C:28]([CH3:27])[CH:32]=3)=[O:34])[CH2:24][CH2:25]2)=[CH:4]1. (2) The product is: [CH3:19][C:14]1([CH3:20])[C:15]([CH3:18])([CH3:17])[O:16][B:12]([C:2]2[CH:11]=[CH:10][C:5]3[O:6][CH:7]([CH3:9])[O:8][C:4]=3[CH:3]=2)[O:13]1. Given the reactants Br[C:2]1[CH:11]=[CH:10][C:5]2[O:6][CH:7]([CH3:9])[O:8][C:4]=2[CH:3]=1.[B:12]1([B:12]2[O:16][C:15]([CH3:18])([CH3:17])[C:14]([CH3:20])([CH3:19])[O:13]2)[O:16][C:15]([CH3:18])([CH3:17])[C:14]([CH3:20])([CH3:19])[O:13]1.C(=O)([O-])[O-].[K+].[K+], predict the reaction product. (3) Given the reactants [N+:1]([C:4]1[CH:5]=[C:6]([CH:9]=[CH:10][CH:11]=1)[CH2:7]Br)([O-:3])=[O:2].[CH3:12][N:13]1[CH2:18][CH2:17][NH:16][CH2:15][CH2:14]1.C(=O)([O-])[O-].[K+].[K+], predict the reaction product. The product is: [CH3:12][N:13]1[CH2:18][CH2:17][N:16]([CH2:7][C:6]2[CH:9]=[CH:10][CH:11]=[C:4]([N+:1]([O-:3])=[O:2])[CH:5]=2)[CH2:15][CH2:14]1. (4) The product is: [NH2:24][CH:25]([C:32]1[CH:37]=[CH:36][CH:35]=[C:34]([NH:38][S:39]([C:42]2[CH:47]=[CH:46][CH:45]=[C:44]([NH:48][C:49]([NH:51][CH2:52][CH2:53][CH3:54])=[O:50])[CH:43]=2)(=[O:41])=[O:40])[CH:33]=1)[CH2:26][C:27]([O:29][CH2:30][CH3:31])=[O:28]. Given the reactants C(O)(=O)C.C([SnH](CCCC)CCCC)CCC.C(OC([NH:24][CH:25]([C:32]1[CH:37]=[CH:36][CH:35]=[C:34]([NH:38][S:39]([C:42]2[CH:47]=[CH:46][CH:45]=[C:44]([NH:48][C:49]([NH:51][CH2:52][CH2:53][CH3:54])=[O:50])[CH:43]=2)(=[O:41])=[O:40])[CH:33]=1)[CH2:26][C:27]([O:29][CH2:30][CH3:31])=[O:28])=O)C=C.C([O-])(O)=O.[Na+], predict the reaction product. (5) Given the reactants [OH-].[K+].C([O:5][C:6](=[O:28])[C:7]([CH3:27])([CH3:26])[CH2:8][CH2:9][CH2:10][CH2:11][CH:12]([OH:25])[CH2:13][CH2:14][CH2:15][CH2:16][C:17]([CH3:24])([CH3:23])[C:18]([O:20]CC)=[O:19])C, predict the reaction product. The product is: [OH:25][CH:12]([CH2:13][CH2:14][CH2:15][CH2:16][C:17]([CH3:24])([CH3:23])[C:18]([OH:20])=[O:19])[CH2:11][CH2:10][CH2:9][CH2:8][C:7]([CH3:27])([CH3:26])[C:6]([OH:28])=[O:5]. (6) Given the reactants [NH2:1][C:2]1[C:7]([Br:8])=[CH:6][C:5]([CH3:9])=[CH:4][N:3]=1.[C:10]1([CH:16]2[CH2:21][C:20](=[O:22])[CH2:19][C:18](=O)[CH2:17]2)[CH:15]=[CH:14][CH:13]=[CH:12][CH:11]=1.O.C1(C)C=CC(S(O)(=O)=O)=CC=1.C(=O)(O)[O-].[Na+], predict the reaction product. The product is: [Br:8][C:7]1[C:2]([NH:1][C:18]2[CH2:17][CH:16]([C:10]3[CH:15]=[CH:14][CH:13]=[CH:12][CH:11]=3)[CH2:21][C:20](=[O:22])[CH:19]=2)=[N:3][CH:4]=[C:5]([CH3:9])[CH:6]=1. (7) Given the reactants [Cl:1][C:2]1[CH:3]=[C:4]([N:9]2[C:13](=[O:14])[C@@H:12]3[CH2:15][C:16](=O)[CH2:17][N:11]3[C:10]2=[O:19])[CH:5]=[C:6]([Cl:8])[CH:7]=1.[C:20]([C:22]1[CH:29]=[CH:28][C:25]([CH2:26][NH2:27])=[CH:24][CH:23]=1)#[N:21].[BH-](OC(C)=O)(OC(C)=O)OC(C)=O.[Na+], predict the reaction product. The product is: [Cl:1][C:2]1[CH:3]=[C:4]([N:9]2[C:13](=[O:14])[C@@H:12]3[CH2:15][C@H:16]([NH:27][CH2:26][C:25]4[CH:28]=[CH:29][C:22]([C:20]#[N:21])=[CH:23][CH:24]=4)[CH2:17][N:11]3[C:10]2=[O:19])[CH:5]=[C:6]([Cl:8])[CH:7]=1.